From a dataset of Reaction yield outcomes from USPTO patents with 853,638 reactions. Predict the reaction yield, written as a fraction of the theoretical maximum amount of product (1.0 means a 100% yield; for example, 0.34 means a 34% yield). (1) The reactants are Cl.[NH2:2][CH2:3][C:4]1[CH:13]=[CH:12][CH:11]=[C:10]2[C:5]=1[C:6](=[O:23])[N:7]([CH:15]1[CH2:20][CH2:19][C:18](=[O:21])[NH:17][C:16]1=[O:22])[C:8]([CH3:14])=[N:9]2.[F:24][C:25]([F:36])([F:35])[C:26]1[CH:34]=[CH:33][C:29]([C:30](Cl)=[O:31])=[CH:28][CH:27]=1.C(N(CC)C(C)C)(C)C. The catalyst is C(#N)C. The product is [O:22]=[C:16]1[CH:15]([N:7]2[C:6](=[O:23])[C:5]3[C:10](=[CH:11][CH:12]=[CH:13][C:4]=3[CH2:3][NH:2][C:30](=[O:31])[C:29]3[CH:33]=[CH:34][C:26]([C:25]([F:24])([F:35])[F:36])=[CH:27][CH:28]=3)[N:9]=[C:8]2[CH3:14])[CH2:20][CH2:19][C:18](=[O:21])[NH:17]1. The yield is 0.670. (2) The reactants are [Cl:1][C:2]1[C:3]([O:32][CH3:33])=[CH:4][C:5]2[O:10][CH:9]([C:11]([N:13]3[CH2:18][CH2:17][C:16]([C:27]#[N:28])([CH2:19][C:20]4[CH:25]=[CH:24][C:23]([F:26])=[CH:22][CH:21]=4)[CH2:15][CH2:14]3)=[O:12])[CH2:8][N:7]([C:29]#[N:30])[C:6]=2[CH:31]=1.[N-:34]=[N+:35]=[N-:36].[Na+].[NH4+].[Cl-]. The product is [Cl:1][C:2]1[C:3]([O:32][CH3:33])=[CH:4][C:5]2[O:10][CH:9]([C:11]([N:13]3[CH2:18][CH2:17][C:16]([CH2:19][C:20]4[CH:25]=[CH:24][C:23]([F:26])=[CH:22][CH:21]=4)([C:27]#[N:28])[CH2:15][CH2:14]3)=[O:12])[CH2:8][N:7]([C:29]3[N:34]=[N:35][NH:36][N:30]=3)[C:6]=2[CH:31]=1. The catalyst is CN(C=O)C.O. The yield is 0.280. (3) The reactants are C([N:8]([CH2:12][C:13]1[CH:18]=[CH:17][CH:16]=[CH:15][CH:14]=1)[CH2:9][CH2:10][NH2:11])C1C=CC=CC=1.[CH2:19](N(CC)CC)C.[CH2:26]([O:28][C:29](=[O:34])[CH:30](Br)[CH2:31]Br)[CH3:27].[CH:35]1[CH:40]=[CH:39][CH:38]=[CH:37][CH:36]=1. No catalyst specified. The product is [CH2:26]([O:28][C:29]([CH:30]1[CH2:31][N:8]([CH2:12][C:13]2[CH:14]=[CH:15][CH:16]=[CH:17][CH:18]=2)[CH2:9][CH2:10][N:11]1[CH2:19][C:35]1[CH:40]=[CH:39][CH:38]=[CH:37][CH:36]=1)=[O:34])[CH3:27]. The yield is 0.820. (4) The reactants are [NH2:1][C@H:2]([C:10]([OH:12])=[O:11])[CH2:3][CH2:4][CH2:5][NH:6][C:7](=[NH:9])[NH2:8].[C:13](Cl)(=[O:29])[CH2:14][CH2:15][CH2:16][CH2:17][CH2:18][CH2:19][CH2:20][CH2:21][CH2:22][CH2:23][CH2:24][CH2:25][CH2:26][CH2:27][CH3:28].[OH-].[Na+].Cl. The catalyst is O.C(O)(C)C. The product is [C:13]([NH:1][C@H:2]([C:10]([OH:12])=[O:11])[CH2:3][CH2:4][CH2:5][NH:6][C:7](=[NH:8])[NH2:9])(=[O:29])[CH2:14][CH2:15][CH2:16][CH2:17][CH2:18][CH2:19][CH2:20][CH2:21][CH2:22][CH2:23][CH2:24][CH2:25][CH2:26][CH2:27][CH3:28]. The yield is 0.947. (5) The reactants are [C:1]([CH2:4][C:5]1[CH:13]=[CH:12][CH:11]=[C:10]([OH:14])[C:6]=1C(O)=O)([OH:3])=[O:2].[C:15]([O-:18])([O-])=O.[K+].[K+].[CH3:21]I.CN([CH:26]=[O:27])C. No catalyst specified. The product is [CH3:15][O:18][C:26](=[O:27])[C:6]1[C:5]([CH2:4][C:1]([O:3][CH3:21])=[O:2])=[CH:13][CH:12]=[CH:11][C:10]=1[OH:14]. The yield is 0.560.